This data is from Forward reaction prediction with 1.9M reactions from USPTO patents (1976-2016). The task is: Predict the product of the given reaction. (1) Given the reactants [CH2:1]([Mg]Br)[CH2:2][CH2:3][CH2:4][CH3:5].[CH2:8]([O:10][C:11]([C:13]1[CH:18]=[CH:17][C:16](Cl)=[CH:15][N:14]=1)=[O:12])[CH3:9].Cl, predict the reaction product. The product is: [CH2:8]([O:10][C:11]([C:13]1[CH:18]=[CH:17][C:16]([CH2:1][CH2:2][CH2:3][CH2:4][CH3:5])=[CH:15][N:14]=1)=[O:12])[CH3:9]. (2) Given the reactants [CH2:1]([O:8][CH2:9][CH2:10][OH:11])[C:2]1[CH:7]=[CH:6][CH:5]=[CH:4][CH:3]=1.C(P(CCCC)CCCC)CCC.[CH3:25][O:26][C:27](=[O:41])[CH:28]([CH2:33][C:34]1[CH:39]=[CH:38][C:37](O)=[CH:36][CH:35]=1)[C:29]([O:31][CH3:32])=[O:30].CCCCCCC, predict the reaction product. The product is: [CH3:32][O:31][C:29](=[O:30])[CH:28]([CH2:33][C:34]1[CH:35]=[CH:36][C:37]([O:11][CH2:10][CH2:9][O:8][CH2:1][C:2]2[CH:7]=[CH:6][CH:5]=[CH:4][CH:3]=2)=[CH:38][CH:39]=1)[C:27]([O:26][CH3:25])=[O:41]. (3) Given the reactants [CH:1]1([C:4]2[N:13]=[C:12]([N:14]3[CH2:19][CH2:18][N:17]([C:20]4[CH:25]=[CH:24][C:23](F)=[CH:22][C:21]=4[O:27][CH3:28])[CH2:16][CH2:15]3)[C:11]3[C:6](=[CH:7][C:8]([O:31][CH3:32])=[C:9]([O:29][CH3:30])[CH:10]=3)[N:5]=2)[CH2:3][CH2:2]1.FC1C=CC(N2CCNCC2)=C(OC)C=1.COC1C=CC([NH:56][C:57](=[O:59])[CH3:58])=CC=1N1CCNCC1, predict the reaction product. The product is: [CH:1]1([C:4]2[N:13]=[C:12]([N:14]3[CH2:19][CH2:18][N:17]([C:20]4[CH:25]=[C:24]([NH:56][C:57](=[O:59])[CH3:58])[CH:23]=[CH:22][C:21]=4[O:27][CH3:28])[CH2:16][CH2:15]3)[C:11]3[C:6](=[CH:7][C:8]([O:31][CH3:32])=[C:9]([O:29][CH3:30])[CH:10]=3)[N:5]=2)[CH2:3][CH2:2]1. (4) Given the reactants [CH2:1]([N:8]1[CH2:13][CH:12]=[C:11]([CH3:14])[CH2:10][CH2:9]1)[C:2]1[CH:7]=[CH:6][CH:5]=[CH:4][CH:3]=1.[BH4-].[Na+].B(F)(F)F.CC[O:23]CC.O, predict the reaction product. The product is: [CH2:1]([N:8]1[CH2:9][CH2:10][CH:11]([CH3:14])[CH:12]([OH:23])[CH2:13]1)[C:2]1[CH:7]=[CH:6][CH:5]=[CH:4][CH:3]=1. (5) Given the reactants CO[C:3]1[CH:8]=[CH:7][CH:6]=[CH:5][C:4]=1[NH:9][C:10]1[C:11](=[CH:15][CH:16]=[CH:17][CH:18]=1)[C:12]([OH:14])=O.N[C@H]([C:25](C(OCC1C=CC=CC=1)=O)=[O:26])CCSC.C(=O)([O-])[O-].[Na+].[Na+], predict the reaction product. The product is: [CH3:25][O:26][C:7]1[CH:8]=[CH:3][C:4]2[NH:9][C:10]3[C:11](=[CH:15][CH:16]=[CH:17][CH:18]=3)[C:12](=[O:14])[C:5]=2[CH:6]=1. (6) Given the reactants [CH:1]([Si:4]([CH:9]([CH3:11])[CH3:10])([CH:6]([CH3:8])[CH3:7])[SH:5])([CH3:3])[CH3:2].[H-].[Na+].Br[C:15]1[CH:16]=[C:17]([CH:23]=[CH:24][C:25]=1[CH3:26])[C:18]([O:20][CH2:21][CH3:22])=[O:19], predict the reaction product. The product is: [CH2:21]([O:20][C:18](=[O:19])[C:17]1[CH:23]=[CH:24][C:25]([CH3:26])=[C:15]([S:5][Si:4]([CH:1]([CH3:3])[CH3:2])([CH:6]([CH3:8])[CH3:7])[CH:9]([CH3:11])[CH3:10])[CH:16]=1)[CH3:22]. (7) Given the reactants C(OC([N:8]1[CH2:12][CH2:11][C@H:10]([CH2:13][N:14]2[C:23]3[C:18](=[CH:19][C:20]([I:24])=[CH:21][CH:22]=3)[C:17](=[O:25])[C:16]([C:26]([O:28][CH2:29][CH3:30])=[O:27])=[CH:15]2)[CH2:9]1)=O)(C)(C)C.[ClH:31], predict the reaction product. The product is: [ClH:31].[I:24][C:20]1[CH:19]=[C:18]2[C:23](=[CH:22][CH:21]=1)[N:14]([CH2:13][C@@H:10]1[CH2:11][CH2:12][NH:8][CH2:9]1)[CH:15]=[C:16]([C:26]([O:28][CH2:29][CH3:30])=[O:27])[C:17]2=[O:25]. (8) Given the reactants Br[C:2]1[N:6]=[C:5](/[CH:7]=[CH:8]/[C:9]2[N:17]=[C:16]3[N:11]([C:12]([CH3:19])=[N:13][CH:14]=[C:15]3[CH3:18])[N:10]=2)[N:4]([CH3:20])[N:3]=1.C1([O-])C=CC=CC=1.[Na+].C1(P(C2C=CC=CC=2)C2C3OC4C(=CC=CC=4P(C4C=CC=CC=4)C4C=CC=CC=4)C(C)(C)C=3C=CC=2)C=CC=CC=1.[NH:71]1[CH2:74][CH2:73][CH2:72]1, predict the reaction product. The product is: [N:71]1([C:2]2[N:6]=[C:5](/[CH:7]=[CH:8]/[C:9]3[N:17]=[C:16]4[N:11]([C:12]([CH3:19])=[N:13][CH:14]=[C:15]4[CH3:18])[N:10]=3)[N:4]([CH3:20])[N:3]=2)[CH2:74][CH2:73][CH2:72]1. (9) Given the reactants B1([O-])OO1.[OH2:5].[OH2:6].O.O.[Na+].[NH2:10][C:11]1[C:15]([C:16]([O:18][CH2:19][CH3:20])=[O:17])=[C:14]([CH2:21][C:22]2[CH:27]=[CH:26][CH:25]=[CH:24][CH:23]=2)[N:13]([CH3:28])[N:12]=1.O, predict the reaction product. The product is: [CH2:21]([C:14]1[N:13]([CH3:28])[N:12]=[C:11]([N+:10]([O-:6])=[O:5])[C:15]=1[C:16]([O:18][CH2:19][CH3:20])=[O:17])[C:22]1[CH:27]=[CH:26][CH:25]=[CH:24][CH:23]=1. (10) Given the reactants F[C:2]1[CH:7]=[C:6]([C:8]2[N:13]=[C:12]([O:14][CH2:15][C:16]3([C:22]#[N:23])[CH2:21][CH2:20][O:19][CH2:18][CH2:17]3)[CH:11]=[N:10][CH:9]=2)[C:5]([F:24])=[CH:4][N:3]=1.[CH3:25][O:26][CH2:27][C@H:28]([NH:30][C@H:31]1[CH2:36][CH2:35][C@H:34]([NH2:37])[CH2:33][CH2:32]1)[CH3:29], predict the reaction product. The product is: [F:24][C:5]1[C:6]([C:8]2[N:13]=[C:12]([O:14][CH2:15][C:16]3([C:22]#[N:23])[CH2:21][CH2:20][O:19][CH2:18][CH2:17]3)[CH:11]=[N:10][CH:9]=2)=[CH:7][C:2]([NH:37][C@H:34]2[CH2:33][CH2:32][C@H:31]([NH:30][C@H:28]([CH3:29])[CH2:27][O:26][CH3:25])[CH2:36][CH2:35]2)=[N:3][CH:4]=1.